This data is from Forward reaction prediction with 1.9M reactions from USPTO patents (1976-2016). The task is: Predict the product of the given reaction. (1) Given the reactants C([O:3][C:4](=[O:19])[CH:5]([CH3:18])[C:6]([NH:8][CH2:9][C:10]1[CH:15]=[C:14]([F:16])[CH:13]=[C:12]([F:17])[CH:11]=1)=[O:7])C.[OH-].[Li+], predict the reaction product. The product is: [F:16][C:14]1[CH:15]=[C:10]([CH:11]=[C:12]([F:17])[CH:13]=1)[CH2:9][NH:8][C:6](=[O:7])[CH:5]([CH3:18])[C:4]([OH:19])=[O:3]. (2) The product is: [O:1]=[C:2]1[CH2:7][O:6][C@H:5]([C:8]2[CH:13]=[C:12]([F:14])[C:11]([F:15])=[CH:10][C:9]=2[F:16])[C@@H:4]([NH:17][C:18](=[O:24])[O:19][C:20]([CH3:22])([CH3:21])[CH3:23])[CH2:3]1. Given the reactants [OH:1][C:2]1(CO)[CH2:7][O:6][C@H:5]([C:8]2[CH:13]=[C:12]([F:14])[C:11]([F:15])=[CH:10][C:9]=2[F:16])[C@@H:4]([NH:17][C:18](=[O:24])[O:19][C:20]([CH3:23])([CH3:22])[CH3:21])[CH2:3]1.I([O-])(=O)(=O)=O.[Na+], predict the reaction product. (3) Given the reactants [F:1][C:2]1[CH:10]=[CH:9][C:5]([C:6]([OH:8])=O)=[CH:4][C:3]=1[N+:11]([O-:13])=[O:12].O=S(Cl)Cl.[Br:18][C:19]1[CH:25]=[CH:24][C:22]([NH2:23])=[CH:21][CH:20]=1, predict the reaction product. The product is: [Br:18][C:19]1[CH:25]=[CH:24][C:22]([NH:23][C:6](=[O:8])[C:5]2[CH:9]=[CH:10][C:2]([F:1])=[C:3]([N+:11]([O-:13])=[O:12])[CH:4]=2)=[CH:21][CH:20]=1. (4) Given the reactants [CH3:1][O:2][C:3](=[O:15])[CH2:4][C:5]1[CH:10]=[C:9]([OH:11])[CH:8]=[C:7]([O:12][CH2:13][CH3:14])[CH:6]=1.O1CCOCC1.C(=O)([O-])[O-].[Cs+].[Cs+].[Br:28][C:29]1[CH:34]=[CH:33][CH:32]=[C:31](I)[CH:30]=1.CN(CC(O)=O)C, predict the reaction product. The product is: [CH3:1][O:2][C:3](=[O:15])[CH2:4][C:5]1[CH:6]=[C:7]([O:12][CH2:13][CH3:14])[CH:8]=[C:9]([O:11][C:31]2[CH:32]=[CH:33][CH:34]=[C:29]([Br:28])[CH:30]=2)[CH:10]=1. (5) Given the reactants [NH2:1][C:2]1[N:7]=[CH:6][C:5]([N:8]([CH2:22][C:23](O)=[O:24])[S:9]([C:12]2[CH:17]=[CH:16][C:15]([C:18]([CH3:21])([CH3:20])[CH3:19])=[CH:14][CH:13]=2)(=[O:11])=[O:10])=[CH:4][CH:3]=1.[CH2:26]([NH:28][CH2:29][C:30]1[CH:35]=[CH:34][CH:33]=[CH:32][N:31]=1)[CH3:27], predict the reaction product. The product is: [NH2:1][C:2]1[N:7]=[CH:6][C:5]([N:8]([S:9]([C:12]2[CH:17]=[CH:16][C:15]([C:18]([CH3:21])([CH3:20])[CH3:19])=[CH:14][CH:13]=2)(=[O:11])=[O:10])[CH2:22][C:23]([N:28]([CH2:26][CH3:27])[CH2:29][C:30]2[CH:35]=[CH:34][CH:33]=[CH:32][N:31]=2)=[O:24])=[CH:4][CH:3]=1. (6) Given the reactants [CH3:1][CH:2]([CH2:16][CH2:17][CH2:18][CH:19]([CH3:31])[CH2:20][CH2:21][CH2:22][CH:23]([CH3:30])[CH2:24][CH2:25][CH2:26][CH:27]([CH3:29])[CH3:28])[CH2:3][CH2:4][CH2:5][CH2:6][O:7][CH2:8][C:9]([CH2:14][OH:15])([CH2:12][OH:13])[CH2:10][OH:11], predict the reaction product. The product is: [CH3:1][CH:2]([CH2:16][CH2:17][CH2:18][CH:19]([CH3:31])[CH2:20][CH2:21][CH2:22][CH:23]([CH3:30])[CH2:24][CH2:25][CH2:26][CH:27]([CH3:29])[CH3:28])[CH2:3][CH2:4][CH2:5][CH2:6][O:7][CH2:8][C:9]([CH2:12][OH:13])([CH2:14][OH:15])[CH2:10][OH:11].[OH2:7]. (7) Given the reactants C[C:2]1[CH:3]=[CH:4][C:5]([C:8](O)=O)=[CH:6][CH:7]=1.C1(P(N=[N+]=[N-])(C2C=CC=CC=2)=[O:18])C=CC=CC=1.C([N:30]([CH2:33]C)CC)C.Cl.Cl.[NH2:37][C:38]1[CH:39]=[C:40]([CH:68]=[CH:69][CH:70]=1)[O:41][C:42]1[CH:43]=[CH:44][C:45]2[N:49]=[C:48]([CH2:50][O:51][C:52]3[CH:65]=[CH:64][C:55]([CH2:56][CH:57]4[S:61][C:60](=[O:62])[NH:59][C:58]4=[O:63])=[CH:54][CH:53]=3)[N:47]([CH3:66])[C:46]=2[CH:67]=1, predict the reaction product. The product is: [O:62]=[C:60]1[NH:59][C:58](=[O:63])[CH:57]([CH2:56][C:55]2[CH:64]=[CH:65][C:52]([O:51][CH2:50][C:48]3[N:47]([CH3:66])[C:46]4[CH:67]=[C:42]([O:41][C:40]5[CH:39]=[C:38]([NH:37][C:33]([NH:30][C:2]6[CH:7]=[CH:6][C:5]([CH3:8])=[CH:4][CH:3]=6)=[O:18])[CH:70]=[CH:69][CH:68]=5)[CH:43]=[CH:44][C:45]=4[N:49]=3)=[CH:53][CH:54]=2)[S:61]1. (8) Given the reactants F[C:2]1[CH:11]=[C:10]([F:12])[CH:9]=[CH:8][C:3]=1[C:4]([O:6][CH3:7])=[O:5].[CH3:13][O-:14].[Na+], predict the reaction product. The product is: [F:12][C:10]1[CH:9]=[CH:8][C:3]([C:4]([O:6][CH3:7])=[O:5])=[C:2]([O:14][CH3:13])[CH:11]=1.